Dataset: Full USPTO retrosynthesis dataset with 1.9M reactions from patents (1976-2016). Task: Predict the reactants needed to synthesize the given product. (1) Given the product [Br:1][C:2]1[CH:7]=[CH:6][C:5]([O:8][CH2:9][O:10][CH2:11][CH2:12][Si:13]([CH3:14])([CH3:16])[CH3:15])=[CH:4][C:3]=1[CH2:17][CH2:18][O:19][CH3:23], predict the reactants needed to synthesize it. The reactants are: [Br:1][C:2]1[CH:7]=[CH:6][C:5]([O:8][CH2:9][O:10][CH2:11][CH2:12][Si:13]([CH3:16])([CH3:15])[CH3:14])=[CH:4][C:3]=1[CH2:17][CH2:18][OH:19].[OH-].[K+].I[CH3:23]. (2) Given the product [N:1]([C@@H:4]([C@H:41]([C:49]1[CH:54]=[C:53]([F:55])[CH:52]=[C:51]([F:56])[CH:50]=1)[C:42]1[CH:43]=[CH:44][C:45]([F:48])=[CH:46][CH:47]=1)[C:5]([NH:7][C:8]1[CH:9]=[N:10][CH:11]=[C:12]([F:40])[C:13]=1[CH2:14][CH2:15][C@@H:16]1[N:30]([S:31]([C:34]2[CH:39]=[CH:38][CH:37]=[CH:36][CH:35]=2)(=[O:32])=[O:33])[C@H:27]([CH3:28])[CH2:26][N:18]([C:19]([O:20][C:21]([CH3:22])([CH3:23])[CH3:24])=[O:25])[CH2:17]1)=[O:6])=[N+:2]=[N-:3], predict the reactants needed to synthesize it. The reactants are: [N:1]([C@@H:4]([C@H:41]([C:49]1[CH:54]=[C:53]([F:55])[CH:52]=[C:51]([F:56])[CH:50]=1)[C:42]1[CH:47]=[CH:46][C:45]([F:48])=[CH:44][CH:43]=1)[C:5]([NH:7][C:8]1[CH:9]=[N:10][CH:11]=[C:12]([F:40])[C:13]=1[CH2:14][CH2:15][C@H:16]([NH:30][S:31]([C:34]1[CH:39]=[CH:38][CH:37]=[CH:36][CH:35]=1)(=[O:33])=[O:32])[CH2:17][N:18]([CH2:26][C@@H:27](O)[CH3:28])[C:19](=[O:25])[O:20][C:21]([CH3:24])([CH3:23])[CH3:22])=[O:6])=[N+:2]=[N-:3].C1(P(C2C=CC=CC=2)C2C=CC=CC=2)C=CC=CC=1.CC(OC(/N=N/C(OC(C)C)=O)=O)C.O. (3) Given the product [Br:12][C:10]1[CH:11]=[C:2]([NH:1][CH:24]2[CH2:23][CH2:22][CH:21]([NH:20][C:19]([O:18][C:14]([CH3:17])([CH3:16])[CH3:15])=[O:28])[CH2:26][CH2:25]2)[C:3]([CH3:13])=[C:4]([CH:9]=1)[C:5]([O:7][CH3:8])=[O:6], predict the reactants needed to synthesize it. The reactants are: [NH2:1][C:2]1[C:3]([CH3:13])=[C:4]([CH:9]=[C:10]([Br:12])[CH:11]=1)[C:5]([O:7][CH3:8])=[O:6].[C:14]([O:18][C:19](=[O:28])[NH:20][CH:21]1[CH2:26][CH2:25][C:24](=O)[CH2:23][CH2:22]1)([CH3:17])([CH3:16])[CH3:15].C(O)(=O)C.C([BH3-])#N.[Na+]. (4) Given the product [N:25]1[CH:30]=[CH:29][CH:28]=[N:27][C:26]=1[O:31][C:32]1[CH:33]=[C:34]([CH:35]=[CH:20][C:21]([O:23][CH3:24])=[O:22])[CH:37]=[CH:38][CH:39]=1, predict the reactants needed to synthesize it. The reactants are: C1(P(=[CH:20][C:21]([O:23][CH3:24])=[O:22])(C2C=CC=CC=2)C2C=CC=CC=2)C=CC=CC=1.[N:25]1[CH:30]=[CH:29][CH:28]=[N:27][C:26]=1[O:31][C:32]1[CH:33]=[C:34]([CH:37]=[CH:38][CH:39]=1)[CH:35]=O. (5) Given the product [C:26]([O:30][C:31](=[O:39])[C:32]1[CH:37]=[CH:36][C:35]([N:22]2[CH2:23][CH2:24][CH:19]([C:16]3[CH:15]=[CH:14][C:13]([C:12](=[O:25])[NH:11][C:7]4[CH:8]=[CH:9][CH:10]=[C:5]([C:1]([CH3:4])([CH3:2])[CH3:3])[CH:6]=4)=[CH:18][CH:17]=3)[CH2:20][CH2:21]2)=[CH:34][CH:33]=1)([CH3:29])([CH3:27])[CH3:28], predict the reactants needed to synthesize it. The reactants are: [C:1]([C:5]1[CH:6]=[C:7]([NH:11][C:12](=[O:25])[C:13]2[CH:18]=[CH:17][C:16]([CH:19]3[CH2:24][CH2:23][NH:22][CH2:21][CH2:20]3)=[CH:15][CH:14]=2)[CH:8]=[CH:9][CH:10]=1)([CH3:4])([CH3:3])[CH3:2].[C:26]([O:30][C:31](=[O:39])[C:32]1[CH:37]=[CH:36][C:35](Br)=[CH:34][CH:33]=1)([CH3:29])([CH3:28])[CH3:27].C(C1C=C(NC(C2C=CC(N3CCN(C4C=CC(C(O)=O)=CC=4)CC3)=C(F)C=2)=O)C=CC=1)(C)(C)C. (6) Given the product [CH2:1]([O:3][C:4](=[O:43])[CH2:5][CH2:6][CH2:7][CH2:8][CH2:9][CH:10]1[C:15]2=[N:16][C:17]([C:27]3[CH:28]=[CH:29][C:30]([CH3:33])=[CH:31][CH:32]=3)=[C:18]([C:20]3[CH:25]=[CH:24][C:23]([CH3:26])=[CH:22][CH:21]=3)[N:19]=[C:14]2[CH2:13][CH2:12][N:11]1[C:34]([O:36][C:37]1[CH:38]=[CH:39][CH:40]=[CH:41][CH:42]=1)=[O:35])[CH3:2], predict the reactants needed to synthesize it. The reactants are: [CH2:1]([O:3][C:4](=[O:43])/[CH:5]=[CH:6]/[CH2:7][CH2:8][CH2:9][CH:10]1[C:15]2=[N:16][C:17]([C:27]3[CH:32]=[CH:31][C:30]([CH3:33])=[CH:29][CH:28]=3)=[C:18]([C:20]3[CH:25]=[CH:24][C:23]([CH3:26])=[CH:22][CH:21]=3)[N:19]=[C:14]2[CH:13]=[CH:12][N:11]1[C:34]([O:36][C:37]1[CH:42]=[CH:41][CH:40]=[CH:39][CH:38]=1)=[O:35])[CH3:2]. (7) Given the product [Cl:19][C:14]1[C:9]2[CH:8]=[C:7]([C:4]3[CH:5]=[CH:6][N:1]=[CH:2][CH:3]=3)[S:16][C:10]=2[N:11]=[CH:12][N:13]=1, predict the reactants needed to synthesize it. The reactants are: [N:1]1[CH:6]=[CH:5][C:4]([C:7]2[S:16][C:10]3[NH:11][CH:12]=[N:13][C:14](=O)[C:9]=3[CH:8]=2)=[CH:3][CH:2]=1.S(Cl)([Cl:19])=O.